From a dataset of Catalyst prediction with 721,799 reactions and 888 catalyst types from USPTO. Predict which catalyst facilitates the given reaction. (1) Reactant: [CH3:1][O:2][C:3]([C:5]1[CH:10]=[CH:9][CH:8]=[C:7](Br)[N:6]=1)=[O:4].C([O-])([O-])=O.[K+].[K+].[CH:18]1([SH:24])[CH2:23][CH2:22][CH2:21][CH2:20][CH2:19]1. Product: [CH3:1][O:2][C:3]([C:5]1[CH:10]=[CH:9][CH:8]=[C:7]([S:24][CH:18]2[CH2:23][CH2:22][CH2:21][CH2:20][CH2:19]2)[N:6]=1)=[O:4]. The catalyst class is: 3. (2) Reactant: CCN=C=NCCCN(C)C.Cl.C1C=CC2N(O)N=NC=2C=1.[F:23][C:24]1[CH:32]=[C:31]2[C:27]([C:28]([CH:33]3[CH2:38][CH2:37][N:36]([CH2:39][C:40](O)=[O:41])[CH2:35][CH2:34]3)=[N:29][NH:30]2)=[CH:26][CH:25]=1.[NH2:43][CH2:44][C:45]1[NH:46][C:47](=[O:55])[C:48]2[CH2:54][O:53][CH2:52][CH2:51][C:49]=2[N:50]=1.CCN(CC)CC. Product: [F:23][C:24]1[CH:32]=[C:31]2[C:27]([C:28]([CH:33]3[CH2:38][CH2:37][N:36]([CH2:39][C:40]([NH:43][CH2:44][C:45]4[NH:46][C:47](=[O:55])[C:48]5[CH2:54][O:53][CH2:52][CH2:51][C:49]=5[N:50]=4)=[O:41])[CH2:35][CH2:34]3)=[N:29][NH:30]2)=[CH:26][CH:25]=1. The catalyst class is: 163. (3) Reactant: [O:1]=[C:2]1[CH2:6][CH2:5][CH2:4][N:3]1[CH2:7][C:8]([OH:10])=O.ClCCCl.[F:15][C:16]1[CH:24]=[CH:23][CH:22]=[C:21]([CH2:25][C:26](=[O:37])[NH:27][C@H:28]([C:31]2[CH:36]=[CH:35][CH:34]=[CH:33][CH:32]=2)[CH2:29][CH3:30])[C:17]=1[C:18]([OH:20])=O.C(N(CC)CC)C. Product: [F:15][C:16]1[CH:24]=[CH:23][CH:22]=[C:21]2[C:17]=1[C:18](=[O:20])[O:37][C:26]([NH:27][C@H:28]([C:31]1[CH:32]=[CH:33][CH:34]=[CH:35][CH:36]=1)[CH2:29][CH3:30])=[C:25]2[C:8](=[O:10])[CH2:7][N:3]1[CH2:4][CH2:5][CH2:6][C:2]1=[O:1]. The catalyst class is: 239.